Dataset: NCI-60 drug combinations with 297,098 pairs across 59 cell lines. Task: Regression. Given two drug SMILES strings and cell line genomic features, predict the synergy score measuring deviation from expected non-interaction effect. (1) Drug 2: CC1CCCC2(C(O2)CC(NC(=O)CC(C(C(=O)C(C1O)C)(C)C)O)C(=CC3=CSC(=N3)C)C)C. Drug 1: CC1CCC2CC(C(=CC=CC=CC(CC(C(=O)C(C(C(=CC(C(=O)CC(OC(=O)C3CCCCN3C(=O)C(=O)C1(O2)O)C(C)CC4CCC(C(C4)OC)O)C)C)O)OC)C)C)C)OC. Cell line: SNB-19. Synergy scores: CSS=45.9, Synergy_ZIP=0.0293, Synergy_Bliss=-0.0227, Synergy_Loewe=-6.13, Synergy_HSA=2.35. (2) Drug 1: CCC(=C(C1=CC=CC=C1)C2=CC=C(C=C2)OCCN(C)C)C3=CC=CC=C3.C(C(=O)O)C(CC(=O)O)(C(=O)O)O. Drug 2: CS(=O)(=O)OCCCCOS(=O)(=O)C. Cell line: SK-MEL-5. Synergy scores: CSS=1.87, Synergy_ZIP=-0.449, Synergy_Bliss=-1.04, Synergy_Loewe=-3.51, Synergy_HSA=-2.91. (3) Drug 1: C1C(C(OC1N2C=C(C(=O)NC2=O)F)CO)O. Drug 2: CC1C(C(CC(O1)OC2CC(OC(C2O)C)OC3=CC4=CC5=C(C(=O)C(C(C5)C(C(=O)C(C(C)O)O)OC)OC6CC(C(C(O6)C)O)OC7CC(C(C(O7)C)O)OC8CC(C(C(O8)C)O)(C)O)C(=C4C(=C3C)O)O)O)O. Cell line: HOP-62. Synergy scores: CSS=44.5, Synergy_ZIP=-5.91, Synergy_Bliss=-2.71, Synergy_Loewe=-6.75, Synergy_HSA=-3.87. (4) Drug 1: C1C(C(OC1N2C=NC(=NC2=O)N)CO)O. Drug 2: CC1C(C(CC(O1)OC2CC(CC3=C2C(=C4C(=C3O)C(=O)C5=CC=CC=C5C4=O)O)(C(=O)C)O)N)O. Cell line: RPMI-8226. Synergy scores: CSS=32.1, Synergy_ZIP=-6.34, Synergy_Bliss=-9.46, Synergy_Loewe=-28.5, Synergy_HSA=-4.49.